From a dataset of Full USPTO retrosynthesis dataset with 1.9M reactions from patents (1976-2016). Predict the reactants needed to synthesize the given product. (1) Given the product [CH2:1]([O:8][C:9]1[C:14]([CH2:15][CH2:25][CH2:26][CH2:27][CH2:28][CH2:29][CH2:30][CH2:31][CH2:32][CH3:33])=[N:13][C:12]([N:16]2[C:20]([CH3:21])=[CH:19][CH:18]=[C:17]2[CH3:22])=[N:11][C:10]=1[CH3:23])[C:2]1[CH:7]=[CH:6][CH:5]=[CH:4][CH:3]=1, predict the reactants needed to synthesize it. The reactants are: [CH2:1]([O:8][C:9]1[C:10]([CH3:23])=[N:11][C:12]([N:16]2[C:20]([CH3:21])=[CH:19][CH:18]=[C:17]2[CH3:22])=[N:13][C:14]=1[CH3:15])[C:2]1[CH:7]=[CH:6][CH:5]=[CH:4][CH:3]=1.Br[CH2:25][CH2:26][CH2:27][CH2:28][CH2:29][CH2:30][CH2:31][CH2:32][CH3:33].[Li]CCCC. (2) Given the product [F:34][C:16]1([F:15])[CH2:17][CH2:18][CH:19]([O:22][C:23]2[C:24]3[C:31]([CH:32]=[CH:3][C:2]([NH2:1])=[O:12])=[CH:30][NH:29][C:25]=3[N:26]=[CH:27][N:28]=2)[CH2:20][CH2:21]1, predict the reactants needed to synthesize it. The reactants are: [NH2:1][C:2](=[O:12])[CH2:3]P(=O)(OCC)OCC.[H-].[Na+].[F:15][C:16]1([F:34])[CH2:21][CH2:20][CH:19]([O:22][C:23]2[C:24]3[C:31]([CH:32]=O)=[CH:30][NH:29][C:25]=3[N:26]=[CH:27][N:28]=2)[CH2:18][CH2:17]1.